From a dataset of Catalyst prediction with 721,799 reactions and 888 catalyst types from USPTO. Predict which catalyst facilitates the given reaction. (1) Reactant: [CH3:1][N:2]1[C:6]2[CH:7]=[C:8]([N:11]3[CH:16]=[CH:15][C:14]([OH:17])=[CH:13][C:12]3=[O:18])[CH:9]=[CH:10][C:5]=2[N:4]=[C:3]1[CH3:19].[F:20][C:21]([F:30])([F:29])[C:22]1[CH:23]=[C:24]([CH2:27]O)[S:25][CH:26]=1.N(C(N1CCCCC1)=O)=NC(N1CCCCC1)=O.C(P(CCCC)CCCC)CCC. Product: [CH3:1][N:2]1[C:6]2[CH:7]=[C:8]([N:11]3[CH:16]=[CH:15][C:14]([O:17][CH2:27][C:24]4[S:25][CH:26]=[C:22]([C:21]([F:30])([F:29])[F:20])[CH:23]=4)=[CH:13][C:12]3=[O:18])[CH:9]=[CH:10][C:5]=2[N:4]=[C:3]1[CH3:19]. The catalyst class is: 1. (2) Reactant: C(OC(=O)[NH:7][C@@H:8]([C:23](=[O:25])[NH2:24])[CH2:9][CH2:10][CH2:11][C:12]1[CH:17]=[CH:16][C:15]([O:18]C(C)(C)C)=[CH:14][CH:13]=1)(C)(C)C. Product: [NH2:7][C@H:8]([CH2:9][CH2:10][CH2:11][C:12]1[CH:13]=[CH:14][C:15]([OH:18])=[CH:16][CH:17]=1)[C:23]([NH2:24])=[O:25]. The catalyst class is: 33. (3) Reactant: [Cl:1][C:2]1[C:3]([C:10]([OH:13])([CH3:12])[CH3:11])=[N:4][CH:5]=[C:6]([CH2:8][OH:9])[CH:7]=1. Product: [Cl:1][C:2]1[CH:7]=[C:6]([CH:8]=[O:9])[CH:5]=[N:4][C:3]=1[C:10]([OH:13])([CH3:12])[CH3:11]. The catalyst class is: 2. (4) The catalyst class is: 25. Reactant: Br[CH2:2][C:3]([CH:5]1[CH2:10][CH2:9][N:8](C(OC(C)(C)C)=O)[CH2:7][CH2:6]1)=O.[C:18]([NH2:21])(=[O:20])[CH3:19]. Product: [CH3:19][C:18]1[O:20][CH:2]=[C:3]([CH:5]2[CH2:6][CH2:7][NH:8][CH2:9][CH2:10]2)[N:21]=1.